From a dataset of Drug-target binding data from BindingDB using Ki measurements. Regression. Given a target protein amino acid sequence and a drug SMILES string, predict the binding affinity score between them. We predict pKi (pKi = -log10(Ki in M); higher means stronger inhibition). Dataset: bindingdb_ki. (1) The drug is OC12C3C4CC5C6C4C1C6C(C53)N2Cc1cccc(F)c1. The target protein (Q99720) has sequence MQWAVGRRWAWAALLLAVAAVLTQVVWLWLGTQSFVFQREEIAQLARQYAGLDHELAFSRLIVELRRLHPGHVLPDEELQWVFVNAGGWMGAMCLLHASLSEYVLLFGTALGSRGHSGRYWAEISDTIISGTFHQWREGTTKSEVFYPGETVVHGPGEATAVEWGPNTWMVEYGRGVIPSTLAFALADTVFSTQDFLTLFYTLRSYARGLRLELTTYLFGQDP. The pKi is 6.8. (2) The pKi is 4.0. The target protein (P14769) has sequence MNVKGKVILSMLVVSTVIVVFWEYIHSPEGSLFWINPSRNPEVGGSSIQKGWWLPRWFNNGYHEEDGDINEEKEQRNEDESKLKLSDWFNPFKRPEVVTMTKWKAPVVWEGTYNRAVLDNYYAKQKITVGLTVFAVGRYIEHYLEEFLTSANKHFMVGHPVIFYIMVDDVSRMPLIELGPLRSFKVFKIKPEKRWQDISMMRMKTIGEHIVAHIQHEVDFLFCMDVDQVFQDKFGVETLGESVAQLQAWWYKADPNDFTYERRKESAAYIPFGEGDFYYHAAIFGGTPTQVLNITQECFKGILKDKKNDIEAQWHDESHLNKYFLLNKPTKILSPEYCWDYHIGLPADIKLVKMSWQTKEYNVVRNNV. The small molecule is O=c1[nH]c(=O)n([C@@H]2O[C@H](COP(=O)(O)OP(=O)(O)O[C@H]3O[C@H](CO)[C@H](O)[C@H](O)[C@H]3O)[C@@H](O)[C@H]2O)cc1-c1ccco1. (3) The drug is COC(=O)CCP(=O)(O)C(NC(=O)CN)c1ccccc1. The target protein (P97821) has sequence MGPWTHSLRAVLLLVLLGVCTVRSDTPANCTYPDLLGTWVFQVGPRSSRSDINCSVMEATEEKVVVHLKKLDTAYDELGNSGHFTLIYNQGFEIVLNDYKWFAFFKYEVRGHTAISYCHETMTGWVHDVLGRNWACFVGKKVESHIEKVNMNAAHLGGLQERYSERLYTHNHNFVKAINTVQKSWTATAYKEYEKMSLRDLIRRSGHSQRIPRPKPAPMTDEIQQQILNLPESWDWRNVQGVNYVSPVRNQESCGSCYSFASMGMLEARIRILTNNSQTPILSPQEVVSCSPYAQGCDGGFPYLIAGKYAQDFGVVEESCFPYTAKDSPCKPRENCLRYYSSDYYYVGGFYGGCNEALMKLELVKHGPMAVAFEVHDDFLHYHSGIYHHTGLSDPFNPFELTNHAVLLVGYGRDPVTGIEYWIIKNSWGSNWGESGYFRIRRGTDECAIESIAVAAIPIPKL. The pKi is 3.7. (4) The compound is CCNC(=O)[C@@H]1CCCN1C(=O)[C@H](CCCN=C(N)N)NC(=O)[C@H](CC(C)C)NC(=O)[C@@H](CC(C)C)NC(=O)[C@H](Cc1ccc(O)cc1)N(C)C(=O)[C@H](CO)NC(=O)[C@H](Cc1c[nH]c2ccccc12)NC(=O)[C@H](Cc1cnc[nH]1)NC(=O)[C@@H]1CCC(=O)N1. The target protein (P07490) has sequence METIPKLMAAVVLLTVCLEGCSSQHWSYGLRPGGKRNTEHLVDSFQEMGKEEDQMAEPQNFECTVHWPRSPLRDLRGALERLIEEEAGQKKM. The pKi is 8.6. (5) The small molecule is O=S(=O)(c1ccccc1)N(CCNCCN(Cc1ccccc1)S(=O)(=O)c1ccccc1)Cc1ccccc1. The target protein sequence is MALTVKEEEFSNTLIKNASAFDRLKLGNLKNLKIQKKLQFLYLILFVLITGVFFFFLIGNFYSHRKLYQVIKNTKHTTIGFKIDRPHDKVLSSVLKNKLSTYVKESFKFFKSGYAQKGYLGSENDSIELDDVANLMFYGEGQIGTNKQPFMFIFDTGSANLWVPSVNCDSIGCSTKHLYDASASKSYEKDGTKVEISYGSGTVRGYFSKDVISLGDLSLPYKFIEVTDADDLEPIYSGSEFDGILGLGWKDLSIGSIDPVVVELKKQNKIDNALFTFYLPVHDKHVGYLTIGGIESDFYEGPLTYEKLNHDLYWQIDLDIHFGKYVMQKANAVVDSGTSTITAPTSFLNKFFRDMNVIKVPFLPLYVTTCDNDDLPTLEFHSRNNKYTLEPEFYMDPLSDIDPALCMLYILPVDIDDNTFILGDPFMRKYFTVFDYEKESVGFAVAKNL. The pKi is 4.4. (6) The small molecule is CC(C)[C@H](NC(=O)[C@H](Cc1c[nH]c2ccccc12)NC(=O)[C@H](CS)N1SCC(=O)N[C@@H](Cc2ccc(O)cc2)C(=O)N2CCC[C@H]2C(=O)N[C@@H](Cc2ccc(O)cc2)C(=O)N[C@@H](CO)C1=O)C(=O)N[C@@H](CCCNC(=N)N)C(=O)N[C@@H](Cc1cnc[nH]1)C(=O)N[C@@H](CO)C(=O)N[C@@H](CC(=O)O)C(=O)N1CCC[C@H]1C(=O)N[C@@H](Cc1cnc[nH]1)C(=O)N[C@@H](CCCCN)C(=O)N[C@@H](Cc1ccccc1)C(N)=O. The target protein (P04746) has sequence MKFFLLLFTIGFCWAQYSPNTQQGRTSIVHLFEWRWVDIALECERYLAPKGFGGVQVSPPNENVAIYNPFRPWWERYQPVSYKLCTRSGNEDEFRNMVTRCNNVGVRIYVDAVINHMCGNAVSAGTSSTCGSYFNPGSRDFPAVPYSGWDFNDGKCKTGSGDIENYNDATQVRDCRLTGLLDLALEKDYVRSKIAEYMNHLIDIGVAGFRLDASKHMWPGDIKAILDKLHNLNSNWFPAGSKPFIYQEVIDLGGEPIKSSDYFGNGRVTEFKYGAKLGTVIRKWNGEKMSYLKNWGEGWGFVPSDRALVFVDNHDNQRGHGAGGASILTFWDARLYKMAVGFMLAHPYGFTRVMSSYRWPRQFQNGNDVNDWVGPPNNNGVIKEVTINPDTTCGNDWVCEHRWRQIRNMVIFRNVVDGQPFTNWYDNGSNQVAFGRGNRGFIVFNNDDWSFSLTLQTGLPAGTYCDVISGDKINGNCTGIKIYVSDDGKAHFSISNSAED.... The pKi is 8.6. (7) The compound is CCn1cc(C(=O)O)c(=O)c2ccc(Cc3ccccc3)nc21. The target is MLLARMKPQVQPELGGADQ. The pKi is 5.0. (8) The small molecule is CC(=O)Nc1nnc(S(N)(=O)=O)s1. The target protein sequence is MKKRFSFIFIFLVALPLYSANNVAAPLIDLGAEAKKQAQKSAATQSAVPEKESATKVAEKQKEPEEKAKPEPKKPPHWGYFGEEGPQYWGELAPEFSTCKTGKNQSPINLKPQTAVGTTSLPGFDVYYRETALKLINNGHTLQVNIPLGSYIKINGHRYELLQYHFHTPSEHQRDGFNYPMEMHLVHKDGDGNLAVIAILFQEGEENETLAKLMSFLPQTLKKQEIHESVKIHPAKFFPADKKFYKYSGSLTTPPCSEGVYWMVFKQPIQASVTQLEKMHEYLGSNARPVQRQNARTLLKSWPDRNRANTVYEFY. The pKi is 8.4.